From a dataset of Reaction yield outcomes from USPTO patents with 853,638 reactions. Predict the reaction yield, written as a fraction of the theoretical maximum amount of product (1.0 means a 100% yield; for example, 0.34 means a 34% yield). (1) The reactants are [C:1]([CH2:3][C:4]1([N:15]2[CH:19]=[C:18]([C:20]3[N:25]4[CH:26]=[CH:27][N:28]=[C:24]4[CH:23]=[C:22]([C:29]4[CH:30]=[N:31][C:32]([O:35][CH3:36])=[N:33][CH:34]=4)[N:21]=3)[CH:17]=[N:16]2)[CH2:7][N:6](C(OC(C)(C)C)=O)[CH2:5]1)#[N:2].Cl.O1CCOCC1.C(N(C(C)C)CC)(C)C.[CH:53]1([S:56](Cl)(=[O:58])=[O:57])[CH2:55][CH2:54]1. The product is [CH:53]1([S:56]([N:6]2[CH2:5][C:4]([CH2:3][C:1]#[N:2])([N:15]3[CH:19]=[C:18]([C:20]4[N:25]5[CH:26]=[CH:27][N:28]=[C:24]5[CH:23]=[C:22]([C:29]5[CH:30]=[N:31][C:32]([O:35][CH3:36])=[N:33][CH:34]=5)[N:21]=4)[CH:17]=[N:16]3)[CH2:7]2)(=[O:58])=[O:57])[CH2:55][CH2:54]1. The yield is 0.468. The catalyst is CO.ClCCl. (2) The reactants are [CH:1]1([C:6]2[CH:11]=CC=[CH:8][C:7]=2[C:12]([F:15])([F:14])[F:13])[CH2:5][CH2:4][CH2:3][CH2:2]1.C(=O)=O.[CH3:19][CH:20](O)[CH3:21].S(=O)(=O)(O)O.C1OCOCO1.S([Cl:38])(=O)(=O)O. The catalyst is CCCCCC.CC(OC)(C)C. The product is [Cl:38][CH2:19][C:20]1[CH:21]=[CH:11][C:6]([CH:1]2[CH2:5][CH2:4][CH2:3][CH2:2]2)=[C:7]([C:12]([F:15])([F:14])[F:13])[CH:8]=1. The yield is 0.890. (3) The reactants are COC1C=CC(C[O:8][C:9]2[CH:10]=[C:11]([CH:15]=[CH:16][N:17]=2)[C:12]([OH:14])=[O:13])=CC=1.C1(OC)C=CC=CC=1. The catalyst is FC(F)(F)C(O)=O. The product is [O:8]=[C:9]1[CH:10]=[C:11]([C:12]([OH:14])=[O:13])[CH:15]=[CH:16][NH:17]1. The yield is 0.600. (4) The reactants are [Br:1][C:2]1[C:10]([F:11])=[CH:9][C:8]([C:12]([OH:14])=[O:13])=[C:7]2[C:3]=1[C:4]([CH3:16])=[C:5]([CH3:15])[NH:6]2.OS(O)(=O)=O.[CH2:22](O)[CH3:23]. No catalyst specified. The product is [Br:1][C:2]1[C:10]([F:11])=[CH:9][C:8]([C:12]([O:14][CH2:22][CH3:23])=[O:13])=[C:7]2[C:3]=1[C:4]([CH3:16])=[C:5]([CH3:15])[NH:6]2. The yield is 0.720. (5) The reactants are Cl[C:2]1[N:3]=[C:4]([S:13][CH3:14])[N:5]=[N:6][C:7]=1[C:8]([O:10]CC)=O.[NH2:15][C:16]1[CH:21]=[CH:20][C:19]([CH:22]2[CH2:27][CH2:26][N:25]([C:28]([O:30][C:31]([CH3:34])([CH3:33])[CH3:32])=[O:29])[CH2:24][CH2:23]2)=[CH:18][CH:17]=1.CC[N:37](C(C)C)C(C)C.N. The catalyst is C(#N)C. The product is [C:8]([C:7]1[N:6]=[N:5][C:4]([S:13][CH3:14])=[N:3][C:2]=1[NH:15][C:16]1[CH:21]=[CH:20][C:19]([CH:22]2[CH2:23][CH2:24][N:25]([C:28]([O:30][C:31]([CH3:34])([CH3:33])[CH3:32])=[O:29])[CH2:26][CH2:27]2)=[CH:18][CH:17]=1)(=[O:10])[NH2:37]. The yield is 0.790. (6) The reactants are Cl[C:2]1[N:7]=[C:6]([C:8]2[N:12]3[CH:13]=[CH:14][C:15]([F:17])=[CH:16][C:11]3=[N:10][C:9]=2[C:18]2[CH:19]=[CH:20][C:21]([O:35][CH3:36])=[C:22]([CH:34]=2)[C:23]([NH:25][C:26]2[C:31]([F:32])=[CH:30][CH:29]=[CH:28][C:27]=2[F:33])=[O:24])[CH:5]=[CH:4][N:3]=1.[N:37]1([CH:43]2[CH2:48][CH2:47][N:46]([C:49]3[CH:55]=[CH:54][C:52]([NH2:53])=[C:51]([O:56][CH3:57])[CH:50]=3)[CH2:45][CH2:44]2)[CH2:42][CH2:41][CH2:40][CH2:39][CH2:38]1.Cl.O1CCOCC1.C[O-].[Na+]. The catalyst is FC(F)(F)CO.CO.C(Cl)Cl.CCCCCC. The product is [N:37]1([CH:43]2[CH2:48][CH2:47][N:46]([C:49]3[CH:55]=[CH:54][C:52]([NH:53][C:2]4[N:7]=[C:6]([C:8]5[N:12]6[CH:13]=[CH:14][C:15]([F:17])=[CH:16][C:11]6=[N:10][C:9]=5[C:18]5[CH:19]=[CH:20][C:21]([O:35][CH3:36])=[C:22]([CH:34]=5)[C:23]([NH:25][C:26]5[C:31]([F:32])=[CH:30][CH:29]=[CH:28][C:27]=5[F:33])=[O:24])[CH:5]=[CH:4][N:3]=4)=[C:51]([O:56][CH3:57])[CH:50]=3)[CH2:45][CH2:44]2)[CH2:42][CH2:41][CH2:40][CH2:39][CH2:38]1. The yield is 0.860. (7) The reactants are [OH:1][C:2]1[CH:3]=[C:4]2[C:9](=[CH:10][CH:11]=1)[CH:8]=[C:7]([C:12]1[N:17]=[C:16]([C:18]([O:20][CH3:21])=[O:19])[CH:15]=[CH:14][CH:13]=1)[CH:6]=[CH:5]2.C(=O)([O-])[O-].[Cs+].[Cs+].Cl[CH2:29][C:30]1[C:31]([C:38]2[C:43]([Cl:44])=[CH:42][CH:41]=[CH:40][C:39]=2[Cl:45])=[N:32][O:33][C:34]=1[CH:35]([CH3:37])[CH3:36].C(OCC)(=O)C. The catalyst is CN(C)C=O.O. The product is [Cl:44][C:43]1[CH:42]=[CH:41][CH:40]=[C:39]([Cl:45])[C:38]=1[C:31]1[C:30]([CH2:29][O:1][C:2]2[CH:3]=[C:4]3[C:9](=[CH:10][CH:11]=2)[CH:8]=[C:7]([C:12]2[N:17]=[C:16]([C:18]([O:20][CH3:21])=[O:19])[CH:15]=[CH:14][CH:13]=2)[CH:6]=[CH:5]3)=[C:34]([CH:35]([CH3:37])[CH3:36])[O:33][N:32]=1. The yield is 0.560. (8) The reactants are [N:1]1([CH2:7][C:8]2[CH:13]=[CH:12][C:11]([C:14]#[C:15][C:16]3[CH:23]=[CH:22][C:19]([C:20]#N)=[CH:18][CH:17]=3)=[CH:10][CH:9]=2)[CH2:6][CH2:5][O:4][CH2:3][CH2:2]1.[Li+].[OH-:25].[OH2:26]. The catalyst is O1CCOCC1. The product is [N:1]1([CH2:7][C:8]2[CH:13]=[CH:12][C:11]([C:14]#[C:15][C:16]3[CH:23]=[CH:22][C:19]([C:20]([OH:26])=[O:25])=[CH:18][CH:17]=3)=[CH:10][CH:9]=2)[CH2:6][CH2:5][O:4][CH2:3][CH2:2]1. The yield is 0.710. (9) The reactants are [C:1]1([C:7]2[C:12]([N+:13]([O-])=O)=[CH:11][CH:10]=[CH:9][N:8]=2)[CH2:6][CH2:5][CH2:4][CH2:3][CH:2]=1.O. The catalyst is CCO.CC(O)=O.CCOC(C)=O.[Fe]. The product is [C:1]1([C:7]2[C:12]([NH2:13])=[CH:11][CH:10]=[CH:9][N:8]=2)[CH2:6][CH2:5][CH2:4][CH2:3][CH:2]=1. The yield is 0.860.